From a dataset of KCNQ2 potassium channel screen with 302,405 compounds. Binary Classification. Given a drug SMILES string, predict its activity (active/inactive) in a high-throughput screening assay against a specified biological target. (1) The drug is o1c2c(c(CC(O)=O)c1)ccc(c2C)C. The result is 0 (inactive). (2) The compound is Brc1ccc(OCc2oc(SCC3CCCCC3)nn2)cc1. The result is 0 (inactive). (3) The drug is s1c(c2n3C4(CCCC4)Cc4c(c3nn2)cc(OC)c(OC)c4)ccc1. The result is 0 (inactive).